This data is from Full USPTO retrosynthesis dataset with 1.9M reactions from patents (1976-2016). The task is: Predict the reactants needed to synthesize the given product. Given the product [CH2:1]([N:5]1[C:13]2[C:8](=[CH:9][C:10]([NH2:14])=[CH:11][CH:12]=2)[CH:7]=[N:6]1)[CH:2]([CH3:4])[CH3:3], predict the reactants needed to synthesize it. The reactants are: [CH2:1]([N:5]1[C:13]2[C:8](=[CH:9][C:10]([N+:14]([O-])=O)=[CH:11][CH:12]=2)[CH:7]=[N:6]1)[CH:2]([CH3:4])[CH3:3].[Cl-].[NH4+].C(O)C.